Dataset: Full USPTO retrosynthesis dataset with 1.9M reactions from patents (1976-2016). Task: Predict the reactants needed to synthesize the given product. Given the product [CH2:44]([O:1][C:2]1[CH:27]=[C:26]([C:28]2[S:29][C:30]3[CH2:36][CH2:35][CH2:34][CH2:33][C:31]=3[N:32]=2)[CH:25]=[CH:24][C:3]=1[O:4][CH2:5][CH2:6][CH2:7][O:8][C:9]1[CH:10]=[C:11]2[C:15](=[CH:16][CH:17]=1)[C@H:14]([CH2:18][C:19]([O:21][CH2:22][CH3:23])=[O:20])[CH2:13][CH2:12]2)[CH2:45][CH3:46], predict the reactants needed to synthesize it. The reactants are: [OH:1][C:2]1[CH:27]=[C:26]([C:28]2[S:29][C:30]3[CH2:36][CH2:35][CH2:34][CH2:33][C:31]=3[N:32]=2)[CH:25]=[CH:24][C:3]=1[O:4][CH2:5][CH2:6][CH2:7][O:8][C:9]1[CH:10]=[C:11]2[C:15](=[CH:16][CH:17]=1)[C@H:14]([CH2:18][C:19]([O:21][CH2:22][CH3:23])=[O:20])[CH2:13][CH2:12]2.C([O-])([O-])=O.[Cs+].[Cs+].I[CH2:44][CH2:45][CH3:46].